This data is from Forward reaction prediction with 1.9M reactions from USPTO patents (1976-2016). The task is: Predict the product of the given reaction. (1) The product is: [CH2:23]([N:8]([CH2:1][C:2]1[CH:7]=[CH:6][CH:5]=[CH:4][CH:3]=1)[C:9]1[CH:10]=[C:11]([F:22])[C:12]([NH2:16])=[C:13]([F:15])[CH:14]=1)[C:24]1[CH:25]=[CH:26][CH:27]=[CH:28][CH:29]=1. Given the reactants [CH2:1]([N:8]([CH2:23][C:24]1[CH:29]=[CH:28][CH:27]=[CH:26][CH:25]=1)[C:9]1[CH:14]=[C:13]([F:15])[C:12]([NH:16]C(=O)OCC)=[C:11]([F:22])[CH:10]=1)[C:2]1[CH:7]=[CH:6][CH:5]=[CH:4][CH:3]=1.[OH-].[K+], predict the reaction product. (2) Given the reactants [OH-].[Na+].Cl[C:4]1[CH:9]=[C:8]([CH3:10])[C:7]([N+:11]([O-:13])=[O:12])=[CH:6][N:5]=1.[F:14][C:15]([F:24])([F:23])[C:16]1[CH:17]=[C:18]([OH:22])[CH:19]=[CH:20][CH:21]=1.O, predict the reaction product. The product is: [CH3:10][C:8]1[C:7]([N+:11]([O-:13])=[O:12])=[CH:6][N:5]=[C:4]([O:22][C:18]2[CH:19]=[CH:20][CH:21]=[C:16]([C:15]([F:14])([F:23])[F:24])[CH:17]=2)[CH:9]=1. (3) Given the reactants [CH3:1][O:2][C:3]1[CH:9]=[CH:8][C:7]([C:10]2[O:14][CH:13]=[N:12][CH:11]=2)=[CH:6][C:4]=1[NH2:5].[CH3:15][C:16]1[S:20][C:19]([CH:21]=O)=[CH:18][CH:17]=1, predict the reaction product. The product is: [CH3:21][C:19]1[S:20][C:16]([CH2:15][NH:5][C:4]2[CH:6]=[C:7]([C:10]3[O:14][CH:13]=[N:12][CH:11]=3)[CH:8]=[CH:9][C:3]=2[O:2][CH3:1])=[CH:17][CH:18]=1.